The task is: Predict the reactants needed to synthesize the given product.. This data is from Full USPTO retrosynthesis dataset with 1.9M reactions from patents (1976-2016). (1) Given the product [F:1][C:2]1[CH:22]=[CH:21][CH:20]=[CH:19][C:3]=1[CH2:4][O:5][C:6]1[CH:7]=[CH:8][C:9]([CH2:10][NH:11][C@H:12]([CH3:16])[C:13]([NH2:15])=[O:14])=[CH:17][CH:18]=1, predict the reactants needed to synthesize it. The reactants are: [F:1][C:2]1[CH:22]=[CH:21][CH:20]=[CH:19][C:3]=1[CH2:4][O:5][C:6]1[CH:18]=[CH:17][C:9]([CH:10]=[N:11][C@H:12]([CH3:16])[C:13]([NH2:15])=[O:14])=[CH:8][CH:7]=1.[BH4-].[Na+]. (2) Given the product [CH3:1][C:2]1[N:3]=[C:4]2[C:13]3[NH:12][C@H:11]([C:14]4[CH:19]=[CH:18][CH:17]=[CH:16][CH:15]=4)[C@:10]([CH3:21])([OH:20])[C@H:9]([OH:22])[C:8]=3[CH:7]=[CH:6][N:5]2[C:23]=1[CH3:24], predict the reactants needed to synthesize it. The reactants are: [CH3:1][C:2]1[N:3]=[C:4]2[C:13]3[NH:12][C@H:11]([C:14]4[CH:19]=[CH:18][CH:17]=[CH:16][CH:15]=4)[C@:10]([CH3:21])([OH:20])[C:9](=[O:22])[C:8]=3[CH:7]=[CH:6][N:5]2[C:23]=1[CH3:24].[BH4-].[Na+]. (3) Given the product [Cl:37][C:20]1[C:21]([NH:23][C:24]2[C:29]([S:30]([CH:33]([CH3:34])[CH3:35])(=[O:32])=[O:31])=[CH:28][CH:27]=[CH:26][C:25]=2[F:36])=[N:22][C:17]([NH:1][C:2]2[CH:3]=[CH:4][C:5]3[C:11]([CH3:12])([CH3:13])[CH2:10][CH2:9][C:8](=[O:14])[NH:7][C:6]=3[CH:15]=2)=[N:18][CH:19]=1, predict the reactants needed to synthesize it. The reactants are: [NH2:1][C:2]1[CH:3]=[CH:4][C:5]2[C:11]([CH3:13])([CH3:12])[CH2:10][CH2:9][C:8](=[O:14])[NH:7][C:6]=2[CH:15]=1.Cl[C:17]1[N:22]=[C:21]([NH:23][C:24]2[C:29]([S:30]([CH:33]([CH3:35])[CH3:34])(=[O:32])=[O:31])=[CH:28][CH:27]=[CH:26][C:25]=2[F:36])[C:20]([Cl:37])=[CH:19][N:18]=1. (4) The reactants are: Br[C:2]1[CH:3]=[N:4][N:5]2[CH:10]=[CH:9][C:8]([NH:11][CH2:12][C@@H:13]3[CH2:17][CH2:16][CH2:15][N:14]3[C:18]([O:20][C:21]([CH3:24])([CH3:23])[CH3:22])=[O:19])=[N:7][C:6]=12.[CH3:25][O:26][C:27]1[CH:32]=[CH:31][CH:30]=[CH:29][C:28]=1B(O)O. Given the product [CH3:25][O:26][C:27]1[CH:32]=[CH:31][CH:30]=[CH:29][C:28]=1[C:2]1[CH:3]=[N:4][N:5]2[CH:10]=[CH:9][C:8]([NH:11][CH2:12][C@@H:13]3[CH2:17][CH2:16][CH2:15][N:14]3[C:18]([O:20][C:21]([CH3:24])([CH3:23])[CH3:22])=[O:19])=[N:7][C:6]=12, predict the reactants needed to synthesize it. (5) The reactants are: [C:1](O)(=O)[C:2]([OH:4])=[O:3].O[CH:8]([CH:13]1[CH2:17][CH2:16][CH2:15][C:14]1=[O:18])[CH2:9][CH2:10][CH2:11][CH3:12].[CH:19](=C1CCCC1=O)CCCC. Given the product [O:18]=[C:14]1[CH2:15][CH2:16][CH:17]([CH2:1][C:2]([O:4][CH3:19])=[O:3])[CH:13]1[CH2:8][CH2:9][CH2:10][CH2:11][CH3:12], predict the reactants needed to synthesize it. (6) Given the product [CH3:2][C:3]1[CH:7]=[C:6]([CH2:8][NH:9][C:10](=[O:11])[O:12][C:13]([CH3:16])([CH3:15])[CH3:14])[O:5][N:4]=1, predict the reactants needed to synthesize it. The reactants are: Cl.[CH3:2][C:3]1[CH:7]=[C:6]([CH2:8][NH2:9])[O:5][N:4]=1.[C:10](O[C:10]([O:12][C:13]([CH3:16])([CH3:15])[CH3:14])=[O:11])([O:12][C:13]([CH3:16])([CH3:15])[CH3:14])=[O:11].C(N(CC)CC)C. (7) Given the product [F:1][C:2]1[CH:10]=[C:9]2[C:5]([C:6]([C:20]3[CH:24]=[N:23][N:22]([CH2:30][CH2:31][N:32]4[CH2:36][CH2:35][CH2:34][C:33]4=[O:37])[CH:21]=3)=[CH:7][N:8]2[S:11]([C:14]2[CH:15]=[CH:16][CH:17]=[CH:18][CH:19]=2)(=[O:12])=[O:13])=[CH:4][CH:3]=1, predict the reactants needed to synthesize it. The reactants are: [F:1][C:2]1[CH:10]=[C:9]2[C:5]([C:6]([C:20]3[CH:21]=[N:22][NH:23][CH:24]=3)=[CH:7][N:8]2[S:11]([C:14]2[CH:19]=[CH:18][CH:17]=[CH:16][CH:15]=2)(=[O:13])=[O:12])=[CH:4][CH:3]=1.CS(O[CH2:30][CH2:31][N:32]1[CH2:36][CH2:35][CH2:34][C:33]1=[O:37])(=O)=O.C([O-])([O-])=O.[Cs+].[Cs+]. (8) Given the product [CH2:26]([N:8]([CH2:1][C:2]1[CH:7]=[CH:6][CH:5]=[CH:4][CH:3]=1)[C@@H:9]1[CH2:13][CH2:12][N:11]([C:14]2[C:15]([C:16]([OH:18])=[O:17])=[CH:22][CH:23]=[CH:24][N:25]=2)[CH2:10]1)[CH3:27], predict the reactants needed to synthesize it. The reactants are: [CH2:1]([N:8]([CH2:26][CH3:27])[C@@H:9]1[CH2:13][CH2:12][N:11]([C:14]2[N:25]=[CH:24][CH:23]=[CH:22][C:15]=2[C:16]([O:18]C(C)C)=[O:17])[CH2:10]1)[C:2]1[CH:7]=[CH:6][CH:5]=[CH:4][CH:3]=1.[OH-].[Na+].